Dataset: Forward reaction prediction with 1.9M reactions from USPTO patents (1976-2016). Task: Predict the product of the given reaction. Given the reactants [OH:1][C@H:2]1[C@@H:6]([OH:7])[CH2:5][N:4]([C:8]([O:10][C:11]([CH3:14])([CH3:13])[CH3:12])=[O:9])[CH2:3]1.[H-].[Na+].Br[CH2:18]Br, predict the reaction product. The product is: [O:1]1[CH:2]2[CH2:3][N:4]([C:8]([O:10][C:11]([CH3:14])([CH3:13])[CH3:12])=[O:9])[CH2:5][CH:6]2[O:7][CH2:18]1.